From a dataset of Reaction yield outcomes from USPTO patents with 853,638 reactions. Predict the reaction yield, written as a fraction of the theoretical maximum amount of product (1.0 means a 100% yield; for example, 0.34 means a 34% yield). (1) The reactants are [NH2:1][CH:2]([C:6]1[CH:11]=[CH:10][C:9]([CH2:12][O:13][CH3:14])=[CH:8][CH:7]=1)[C:3]([NH2:5])=[O:4].[C:15]1(=O)[CH2:20][CH2:19][CH2:18][CH2:17][CH2:16]1. The catalyst is C(O)C. The product is [CH3:14][O:13][CH2:12][C:9]1[CH:10]=[CH:11][C:6]([CH:2]2[NH:1][C:15]3([CH2:20][CH2:19][CH2:18][CH2:17][CH2:16]3)[NH:5][C:3]2=[O:4])=[CH:7][CH:8]=1. The yield is 0.613. (2) The reactants are [NH2:1][C:2]1[CH:7]=[C:6]([Cl:8])[C:5]([OH:9])=[C:4]([Cl:10])[CH:3]=1.[N:11]([C:14]([CH3:21])([CH2:16][C:17]([CH3:20])([CH3:19])[CH3:18])[CH3:15])=[C:12]=[O:13].CNCCS. The catalyst is O1CCOCC1.C(Cl)Cl. The product is [Cl:8][C:6]1[CH:7]=[C:2]([NH:1][C:12]([NH:11][C:14]([CH3:21])([CH3:15])[CH2:16][C:17]([CH3:20])([CH3:19])[CH3:18])=[O:13])[CH:3]=[C:4]([Cl:10])[C:5]=1[OH:9]. The yield is 0.810.